This data is from Forward reaction prediction with 1.9M reactions from USPTO patents (1976-2016). The task is: Predict the product of the given reaction. (1) Given the reactants [N+:1]([C:4]1[C:5]([NH:10][C:11]2[CH:16]=[CH:15][CH:14]=[CH:13][CH:12]=2)=[N:6][CH:7]=[CH:8][CH:9]=1)([O-])=O, predict the reaction product. The product is: [C:11]1([NH:10][C:5]2[C:4]([NH2:1])=[CH:9][CH:8]=[CH:7][N:6]=2)[CH:16]=[CH:15][CH:14]=[CH:13][CH:12]=1. (2) Given the reactants C([O:5][C:6](=[O:20])[CH2:7][O:8][C:9]1[CH:18]=[CH:17][C:16]2[C:11](=[CH:12][CH:13]=[CH:14][CH:15]=2)[C:10]=1Br)(C)(C)C.[OH:21][C:22]1[CH:23]=[C:24]([C:28]#[CH:29])[CH:25]=[CH:26][CH:27]=1.C1(P(C2C=CC=CC=2)C2C=CC=CC=2)C=CC=CC=1.N1CCCCC1.Cl, predict the reaction product. The product is: [OH:21][C:22]1[CH:23]=[C:24]([C:28]#[C:29][C:10]2[C:11]3[C:16](=[CH:15][CH:14]=[CH:13][CH:12]=3)[CH:17]=[CH:18][C:9]=2[O:8][CH2:7][C:6]([OH:5])=[O:20])[CH:25]=[CH:26][CH:27]=1. (3) Given the reactants [CH3:1][O:2][C:3]1[CH:8]=[CH:7][CH:6]=[C:5]([O:9][CH3:10])[C:4]=1B(O)O.O=O.Cl[C:17]1[N:22]=[C:21]([S:23][CH3:24])[N:20]=[C:19]([C:25]([NH2:27])=[O:26])[CH:18]=1.P([O-])([O-])([O-])=O.[K+].[K+].[K+], predict the reaction product. The product is: [CH3:1][O:2][C:3]1[CH:8]=[CH:7][CH:6]=[C:5]([O:9][CH3:10])[C:4]=1[C:17]1[N:22]=[C:21]([S:23][CH3:24])[N:20]=[C:19]([C:25]([NH2:27])=[O:26])[CH:18]=1. (4) Given the reactants CO[C:3](=[O:14])[C:4]1[C:9]([I:10])=[CH:8][C:7]([Cl:11])=[CH:6][C:5]=1[CH2:12]Br.[CH3:15][O:16][C:17]1[CH:24]=[CH:23][C:20]([CH2:21][NH2:22])=[CH:19][CH:18]=1.C([O-])([O-])=O.[K+].[K+].C(OCC)(=O)C, predict the reaction product. The product is: [Cl:11][C:7]1[CH:6]=[C:5]2[C:4](=[C:9]([I:10])[CH:8]=1)[C:3](=[O:14])[N:22]([CH2:21][C:20]1[CH:23]=[CH:24][C:17]([O:16][CH3:15])=[CH:18][CH:19]=1)[CH2:12]2. (5) Given the reactants [Cl:1][C:2]1[N:7]=[C:6]([Cl:8])[N:5]=[C:4]2[NH:9][N:10]=[CH:11][C:3]=12.C1C=CC(P(C2C=CC=CC=2)C2C=CC=CC=2)=CC=1.[CH2:31](O)[CH2:32][CH2:33][OH:34], predict the reaction product. The product is: [Cl:1][C:2]1[N:7]=[C:6]([Cl:8])[N:5]=[C:4]2[N:9]([CH2:31][CH2:32][CH2:33][OH:34])[N:10]=[CH:11][C:3]=12.